From a dataset of Catalyst prediction with 721,799 reactions and 888 catalyst types from USPTO. Predict which catalyst facilitates the given reaction. Product: [CH2:17]([O:19][C:20](=[O:24])[CH:21]([C:12]1[CH:11]=[N:10][C:9]([N+:14]([O-:16])=[O:15])=[C:8]([F:7])[CH:13]=1)[CH3:22])[CH3:18]. The catalyst class is: 9. Reactant: CC(C)([O-])C.[K+].[F:7][C:8]1[C:9]([N+:14]([O-:16])=[O:15])=[N:10][CH:11]=[CH:12][CH:13]=1.[CH2:17]([O:19][C:20](=[O:24])[CH:21](Cl)[CH3:22])[CH3:18].Cl.